Task: Predict the product of the given reaction.. Dataset: Forward reaction prediction with 1.9M reactions from USPTO patents (1976-2016) (1) Given the reactants [Cl:1][C:2]1[CH:3]=[C:4]([C:15]([C:18]2[CH:23]=[CH:22][CH:21]=[C:20]([Cl:24])[CH:19]=2)=[N:16]O)[CH:5]=[CH:6][C:7]=1[CH2:8][N:9]1[CH2:14][CH2:13][O:12][CH2:11][CH2:10]1.ClC1C=C(C(N)C2C=CC(CN3CCCC3)=C(Cl)C=2)C=CC=1, predict the reaction product. The product is: [Cl:24][C:20]1[CH:19]=[C:18]([CH:15]([NH2:16])[C:4]2[CH:5]=[CH:6][C:7]([CH2:8][N:9]3[CH2:10][CH2:11][O:12][CH2:13][CH2:14]3)=[C:2]([Cl:1])[CH:3]=2)[CH:23]=[CH:22][CH:21]=1. (2) Given the reactants [C:1]([C:5]1[N:10]=[CH:9][C:8]([C:11]2[N:12]([C:32]([N:34]3[CH2:39][CH2:38][CH:37]([CH2:40][C:41](O)=[O:42])[CH2:36][CH2:35]3)=[O:33])[C@@:13]([C:25]3[CH:30]=[CH:29][C:28]([Cl:31])=[CH:27][CH:26]=3)([CH3:24])[C@@:14]([C:17]3[CH:22]=[CH:21][C:20]([Cl:23])=[CH:19][CH:18]=3)([CH3:16])[N:15]=2)=[C:7]([O:44][CH2:45][CH3:46])[CH:6]=1)([CH3:4])([CH3:3])[CH3:2].[CH3:47][NH:48][CH3:49], predict the reaction product. The product is: [C:1]([C:5]1[N:10]=[CH:9][C:8]([C:11]2[N:12]([C:32]([N:34]3[CH2:35][CH2:36][CH:37]([CH2:40][C:41]([N:48]([CH3:49])[CH3:47])=[O:42])[CH2:38][CH2:39]3)=[O:33])[C@@:13]([C:25]3[CH:30]=[CH:29][C:28]([Cl:31])=[CH:27][CH:26]=3)([CH3:24])[C@@:14]([C:17]3[CH:18]=[CH:19][C:20]([Cl:23])=[CH:21][CH:22]=3)([CH3:16])[N:15]=2)=[C:7]([O:44][CH2:45][CH3:46])[CH:6]=1)([CH3:4])([CH3:2])[CH3:3]. (3) Given the reactants [Cl:1][C:2]1[CH:3]=[C:4]([CH:8]=[CH:9][C:10]=1[OH:11])[C:5]([OH:7])=O.C1C=CC2N(O)N=NC=2C=1.CCN=C=NCCCN(C)C.[CH3:33][C:34]1([CH3:43])[CH2:39][CH:38]([NH2:40])[CH2:37][C:36]([CH3:42])([CH3:41])[NH:35]1, predict the reaction product. The product is: [Cl:1][C:2]1[CH:3]=[C:4]([CH:8]=[CH:9][C:10]=1[OH:11])[C:5]([NH:40][CH:38]1[CH2:39][C:34]([CH3:43])([CH3:33])[NH:35][C:36]([CH3:42])([CH3:41])[CH2:37]1)=[O:7]. (4) Given the reactants [CH2:1]([O:8][CH2:9][N:10]1[C:15](=[O:16])[C:14]([Br:17])=[N:13][N:12]([CH2:18][C:19](F)(F)[C:20]2[CH:25]=[CH:24][CH:23]=[CH:22][CH:21]=2)[C:11]1=[O:28])[C:2]1[CH:7]=[CH:6][CH:5]=[CH:4][CH:3]=1.[C:29]1(CC(O)C)C=CC=CC=1, predict the reaction product. The product is: [CH2:1]([O:8][CH2:9][N:10]1[C:15](=[O:16])[C:14]([Br:17])=[N:13][N:12]([CH:18]([CH3:29])[CH2:19][C:20]2[CH:25]=[CH:24][CH:23]=[CH:22][CH:21]=2)[C:11]1=[O:28])[C:2]1[CH:7]=[CH:6][CH:5]=[CH:4][CH:3]=1. (5) Given the reactants [C:1]([CH2:9][N+:10]([O-:12])=[O:11])(=O)[C:2]1[CH:7]=[CH:6][CH:5]=[CH:4][CH:3]=1.[NH2:13][OH:14].Cl, predict the reaction product. The product is: [N+:10]([CH2:9][C:1]([C:2]1[CH:7]=[CH:6][CH:5]=[CH:4][CH:3]=1)=[N:13][OH:14])([O-:12])=[O:11]. (6) Given the reactants Br[C:2]1[CH:3]=[N:4][C:5]([Cl:8])=[N:6][CH:7]=1.C([Sn](CCCC)(CCCC)/[CH:14]=[CH:15]\[O:16][CH2:17][CH3:18])CCC, predict the reaction product. The product is: [Cl:8][C:5]1[N:4]=[CH:3][C:2](/[CH:14]=[CH:15]\[O:16][CH2:17][CH3:18])=[CH:7][N:6]=1. (7) Given the reactants Br[C:2]1[CH:9]=[CH:8][CH:7]=[CH:6][C:3]=1[CH2:4][OH:5].[F:10][C:11]1[CH:16]=[CH:15][C:14](B(O)O)=[CH:13][CH:12]=1.[O-]P([O-])([O-])=O.[K+].[K+].[K+], predict the reaction product. The product is: [F:10][C:11]1[CH:16]=[CH:15][C:14]([C:2]2[CH:9]=[CH:8][CH:7]=[CH:6][C:3]=2[CH2:4][OH:5])=[CH:13][CH:12]=1.